From a dataset of Catalyst prediction with 721,799 reactions and 888 catalyst types from USPTO. Predict which catalyst facilitates the given reaction. (1) Reactant: [CH:1]1([CH2:6][CH:7]([C:11]2[CH:16]=[CH:15][C:14]([N+:17]([O-:19])=[O:18])=[CH:13][CH:12]=2)[C:8]([OH:10])=O)[CH2:5][CH2:4][CH2:3][CH2:2]1.C(Cl)(=O)C(Cl)=O.[CH3:26][O:27][C:28](=[O:36])[C:29]1[CH:34]=[CH:33][C:32]([NH2:35])=[N:31][CH:30]=1.C(N(CC)C(C)C)(C)C. Product: [CH3:26][O:27][C:28](=[O:36])[C:29]1[CH:34]=[CH:33][C:32]([NH:35][C:8](=[O:10])[CH:7]([C:11]2[CH:16]=[CH:15][C:14]([N+:17]([O-:19])=[O:18])=[CH:13][CH:12]=2)[CH2:6][CH:1]2[CH2:2][CH2:3][CH2:4][CH2:5]2)=[N:31][CH:30]=1. The catalyst class is: 832. (2) Reactant: C(O)(=O)C.[N+:5]([C:8]1[N:9]=[CH:10][NH:11][CH:12]=1)([O-:7])=[O:6].[N+:13]([O-])([OH:15])=[O:14]. Product: [N+:13]([N:11]1[CH:12]=[C:8]([N+:5]([O-:7])=[O:6])[N:9]=[CH:10]1)([O-:15])=[O:14]. The catalyst class is: 6. (3) Reactant: [F:1][C:2]1[C:7]2[C:8]([C:18](=[O:21])[NH:19][CH3:20])=[C:9]([C:11]3[CH:16]=[CH:15][C:14]([F:17])=[CH:13][CH:12]=3)[O:10][C:6]=2[CH:5]=[CH:4][C:3]=1[C:22]1[CH:23]=[C:24]([CH:28]=[CH:29][C:30]=1[O:31][CH3:32])[C:25]([OH:27])=O.C(N(C(C)C)C(C)C)C.[CH3:42][C:43]([NH2:46])([CH3:45])[CH3:44].CN(C(ON1N=NC2C=CC=NC1=2)=[N+](C)C)C.F[P-](F)(F)(F)(F)F. Product: [C:43]([NH:46][C:25]([C:24]1[CH:28]=[CH:29][C:30]([O:31][CH3:32])=[C:22]([C:3]2[CH:4]=[CH:5][C:6]3[O:10][C:9]([C:11]4[CH:16]=[CH:15][C:14]([F:17])=[CH:13][CH:12]=4)=[C:8]([C:18]([NH:19][CH3:20])=[O:21])[C:7]=3[C:2]=2[F:1])[CH:23]=1)=[O:27])([CH3:45])([CH3:44])[CH3:42]. The catalyst class is: 444. (4) Reactant: N1C=CC=CC=1.Cl[C:8]([O:10][CH2:11][Cl:12])=[O:9].[C:13]([O:17][CH2:18][CH2:19][CH2:20][CH2:21][OH:22])(=[O:16])[CH:14]=[CH2:15]. Product: [C:8](=[O:9])([O:22][CH2:21][CH2:20][CH2:19][CH2:18][O:17][C:13](=[O:16])[CH:14]=[CH2:15])[O:10][CH2:11][Cl:12]. The catalyst class is: 4. (5) Reactant: [CH3:1][O:2][C:3]1[CH:8]=[CH:7][C:6]([C:9](=O)[CH2:10][C:11]([C:13]2[CH:18]=[CH:17][C:16]([O:19][CH3:20])=[CH:15][CH:14]=2)=O)=[CH:5][CH:4]=1.O.[NH2:23][NH2:24].[Cl-].[Li+].C(OCC)(=O)C. Product: [CH3:1][O:2][C:3]1[CH:8]=[CH:7][C:6]([C:9]2[CH:10]=[C:11]([C:13]3[CH:18]=[CH:17][C:16]([O:19][CH3:20])=[CH:15][CH:14]=3)[NH:24][N:23]=2)=[CH:5][CH:4]=1. The catalyst class is: 118.